This data is from Reaction yield outcomes from USPTO patents with 853,638 reactions. The task is: Predict the reaction yield, written as a fraction of the theoretical maximum amount of product (1.0 means a 100% yield; for example, 0.34 means a 34% yield). (1) The yield is 0.699. The product is [CH2:1]([O:5][CH2:6][C@@H:7]([NH:12][C:13]([C@H:15]1[O:17][C@@H:16]1[C:18]([O-:20])=[O:19])=[O:14])[CH2:8][CH:9]([CH3:11])[CH3:10])[CH:2]([CH3:3])[CH3:4].[Na+:24]. The catalyst is C(O)C. The reactants are [CH2:1]([O:5][CH2:6][C@@H:7]([NH:12][C:13]([C@H:15]1[O:17][C@@H:16]1[C:18]([O:20]CC)=[O:19])=[O:14])[CH2:8][CH:9]([CH3:11])[CH3:10])[CH:2]([CH3:4])[CH3:3].[OH-].[Na+:24]. (2) The reactants are [Br:1][C:2]1[CH:3]=[CH:4][C:5]([OH:19])=[C:6]([CH:18]=1)[CH2:7][CH:8]1[CH2:11][N:10]([C:12](=[O:17])[C:13]([F:16])([F:15])[F:14])[CH2:9]1.C([O-])([O-])=O.[Cs+].[Cs+].Br[CH2:27][C:28]1[O:29][C:30]([C:33]([F:36])([F:35])[F:34])=[CH:31][CH:32]=1.C(=O)(O)[O-].[Na+]. The catalyst is CN(C=O)C.CCOC(C)=O. The product is [Br:1][C:2]1[CH:3]=[CH:4][C:5]([O:19][CH2:27][C:28]2[O:29][C:30]([C:33]([F:36])([F:35])[F:34])=[CH:31][CH:32]=2)=[C:6]([CH:18]=1)[CH2:7][CH:8]1[CH2:11][N:10]([C:12](=[O:17])[C:13]([F:15])([F:16])[F:14])[CH2:9]1. The yield is 0.910. (3) The reactants are [N+:1]([C:4]1[CH:5]=[C:6]([N:10]2[CH:14]=[CH:13][N:12]=[N:11]2)[CH:7]=[CH:8][CH:9]=1)([O-])=O.[H][H]. The catalyst is CO.C1COCC1.[Pd]. The product is [N:10]1([C:6]2[CH:5]=[C:4]([NH2:1])[CH:9]=[CH:8][CH:7]=2)[CH:14]=[CH:13][N:12]=[N:11]1. The yield is 1.00. (4) The reactants are [I-].[CH3:2][S+](C)(C)=O.[H-].[Na+].[F:9][C:10]1[CH:15]=[CH:14][CH:13]=[C:12]([F:16])[C:11]=1[C:17]([S:19]([C:22]1[CH2:26][C:25]([CH3:28])([CH3:27])[O:24][N:23]=1)(=[O:21])=[O:20])=[CH2:18]. The catalyst is CS(C)=O. The product is [F:16][C:12]1[CH:13]=[CH:14][CH:15]=[C:10]([F:9])[C:11]=1[C:17]1([S:19]([C:22]2[CH2:26][C:25]([CH3:28])([CH3:27])[O:24][N:23]=2)(=[O:20])=[O:21])[CH2:2][CH2:18]1. The yield is 0.280. (5) The reactants are [CH3:1][C:2]1[CH:19]=[C:18]([CH3:20])[CH:17]=[CH:16][C:3]=1[CH2:4][N:5]1[CH:10]=[C:9]([N+:11]([O-])=O)[CH:8]=[C:7]([CH3:14])[C:6]1=[O:15].[H][H]. The catalyst is CO.[Pt](=O)=O. The product is [NH2:11][C:9]1[CH:8]=[C:7]([CH3:14])[C:6](=[O:15])[N:5]([CH2:4][C:3]2[CH:16]=[CH:17][C:18]([CH3:20])=[CH:19][C:2]=2[CH3:1])[CH:10]=1. The yield is 0.620. (6) The yield is 0.950. The product is [CH:25]1[C:26]2[N:14]([C:8]3[CH:9]=[C:10]([CH3:13])[CH:11]=[CH:12][C:7]=3[OH:6])[C:15]3[C:20](=[CH:19][CH:18]=[CH:17][CH:16]=3)[C:21]=2[CH:22]=[CH:23][CH:24]=1. The catalyst is ClCCl. The reactants are B(Br)(Br)Br.C[O:6][C:7]1[CH:12]=[CH:11][C:10]([CH3:13])=[CH:9][C:8]=1[N:14]1[C:26]2[CH:25]=[CH:24][CH:23]=[CH:22][C:21]=2[C:20]2[C:15]1=[CH:16][CH:17]=[CH:18][CH:19]=2.